From a dataset of Catalyst prediction with 721,799 reactions and 888 catalyst types from USPTO. Predict which catalyst facilitates the given reaction. Reactant: Cl[C:2]([O:4][CH2:5][C:6]1[CH:11]=[CH:10][CH:9]=[CH:8][CH:7]=1)=[O:3].[CH3:12][O:13][C:14]([C@:16]12[CH2:23][CH2:22][CH2:21][C@H:20]1[CH2:19][N:18](CC1C=CC=CC=1)[CH2:17]2)=[O:15]. Product: [CH3:12][O:13][C:14]([C@:16]12[CH2:23][CH2:22][CH2:21][C@H:20]1[CH2:19][N:18]([C:2]([O:4][CH2:5][C:6]1[CH:11]=[CH:10][CH:9]=[CH:8][CH:7]=1)=[O:3])[CH2:17]2)=[O:15]. The catalyst class is: 4.